This data is from Reaction yield outcomes from USPTO patents with 853,638 reactions. The task is: Predict the reaction yield, written as a fraction of the theoretical maximum amount of product (1.0 means a 100% yield; for example, 0.34 means a 34% yield). The reactants are C(OC([N:8]1[CH2:13][CH2:12][C:11]2[N:14]([CH2:27][CH2:28][CH2:29][N:30]3[CH2:35][CH2:34][CH:33]([N:36]4[C:40]5[CH:41]=[CH:42][CH:43]=[CH:44][C:39]=5[N:38]([CH3:45])[C:37]4=[O:46])[CH2:32][CH2:31]3)[N:15]=[C:16]([C:17]3[CH:22]=[CH:21][C:20]([C:23]([F:26])([F:25])[F:24])=[CH:19][CH:18]=3)[C:10]=2[CH2:9]1)=O)(C)(C)C.C(Cl)Cl. The catalyst is FC(F)(F)C(O)=O. The product is [CH3:45][N:38]1[C:39]2[CH:44]=[CH:43][CH:42]=[CH:41][C:40]=2[N:36]([CH:33]2[CH2:34][CH2:35][N:30]([CH2:29][CH2:28][CH2:27][N:14]3[C:11]4[CH2:12][CH2:13][NH:8][CH2:9][C:10]=4[C:16]([C:17]4[CH:18]=[CH:19][C:20]([C:23]([F:25])([F:26])[F:24])=[CH:21][CH:22]=4)=[N:15]3)[CH2:31][CH2:32]2)[C:37]1=[O:46]. The yield is 0.960.